From a dataset of Reaction yield outcomes from USPTO patents with 853,638 reactions. Predict the reaction yield, written as a fraction of the theoretical maximum amount of product (1.0 means a 100% yield; for example, 0.34 means a 34% yield). (1) The catalyst is C1COCC1. The yield is 0.830. The product is [CH2:16]([O:15][CH2:14][CH2:13][CH:10]1[CH2:11][CH2:12][C:7]2([O:6][CH2:5][CH2:4][O:3]2)[CH2:8][CH2:9]1)[C:17]1[CH:22]=[CH:21][CH:20]=[CH:19][CH:18]=1. The reactants are [H-].[Na+].[O:3]1[C:7]2([CH2:12][CH2:11][CH:10]([CH2:13][CH2:14][OH:15])[CH2:9][CH2:8]2)[O:6][CH2:5][CH2:4]1.[CH2:16](Br)[C:17]1[CH:22]=[CH:21][CH:20]=[CH:19][CH:18]=1. (2) The reactants are O=[C:2]([CH3:15])[CH2:3][C:4]1[O:9][C:8](=[O:10])[C:7]2[CH:11]=[CH:12][CH:13]=[CH:14][C:6]=2[N:5]=1.[NH:16]([C:18]1[CH:23]=[CH:22][CH:21]=[CH:20][N:19]=1)[NH2:17]. The catalyst is C(O)C. The product is [CH3:15][C:2]1[CH:3]=[C:4]([NH:5][C:6]2[CH:14]=[CH:13][CH:12]=[CH:11][C:7]=2[C:8]([OH:9])=[O:10])[N:16]([C:18]2[CH:23]=[CH:22][CH:21]=[CH:20][N:19]=2)[N:17]=1. The yield is 0.510. (3) The reactants are C[C:2]1[C:7]([NH2:8])=[CH:6][CH:5]=[C:4]([CH3:9])[C:3]=1[NH2:10].[CH3:11][C:12]([O:15][C:16](O[C:16]([O:15][C:12]([CH3:14])([CH3:13])[CH3:11])=[O:17])=[O:17])([CH3:14])[CH3:13].[CH2:26]1COCC1. No catalyst specified. The product is [C:12]([O:15][C:16](=[O:17])[NH:10][C:3]1[CH:2]=[C:7]([NH2:8])[C:6]([CH3:26])=[CH:5][C:4]=1[CH3:9])([CH3:14])([CH3:13])[CH3:11]. The yield is 0.950. (4) The reactants are [NH2:1]N.[F:3][C:4]1[CH:9]=[CH:8][C:7]([CH:10]2[CH2:15][CH2:14][N:13]([CH2:16][CH2:17][CH2:18]C3C=CC=C4C(NC(=O)C=34)=O)[CH2:12][CH2:11]2)=[CH:6][CH:5]=1. The catalyst is CO. The product is [F:3][C:4]1[CH:5]=[CH:6][C:7]([CH:10]2[CH2:11][CH2:12][N:13]([CH2:16][CH2:17][CH2:18][NH2:1])[CH2:14][CH2:15]2)=[CH:8][CH:9]=1. The yield is 0.930. (5) The reactants are C(Cl)Cl.[C:4]([NH:8][S:9]([C:12]1[S:16][C:15](B(O)O)=[CH:14][CH:13]=1)(=[O:11])=[O:10])([CH3:7])([CH3:6])[CH3:5].Br[C:21]1[N:26]=[C:25]([NH:27][C:28]2[CH:32]=[C:31]([CH:33]3[CH2:35][CH2:34]3)[NH:30][N:29]=2)[C:24]([Br:36])=[CH:23][N:22]=1.C([O-])([O-])=O.[Na+].[Na+]. The catalyst is O1CCOCC1.C1C=CC(P(C2C=CC=CC=2)[C-]2C=CC=C2)=CC=1.C1C=CC(P(C2C=CC=CC=2)[C-]2C=CC=C2)=CC=1.Cl[Pd]Cl.[Fe+2]. The product is [Br:36][C:24]1[C:25]([NH:27][C:28]2[CH:32]=[C:31]([CH:33]3[CH2:35][CH2:34]3)[NH:30][N:29]=2)=[N:26][C:21]([C:15]2[S:16][C:12]([S:9]([NH:8][C:4]([CH3:7])([CH3:6])[CH3:5])(=[O:11])=[O:10])=[CH:13][CH:14]=2)=[N:22][CH:23]=1. The yield is 0.590.